Dataset: Peptide-MHC class II binding affinity with 134,281 pairs from IEDB. Task: Regression. Given a peptide amino acid sequence and an MHC pseudo amino acid sequence, predict their binding affinity value. This is MHC class II binding data. (1) The binding affinity (normalized) is 0.752. The MHC is DRB1_1101 with pseudo-sequence DRB1_1101. The peptide sequence is GEQLYISVISPARSL. (2) The peptide sequence is DKYRTFVATFGAASNKAFAE. The MHC is DRB1_1501 with pseudo-sequence DRB1_1501. The binding affinity (normalized) is 0.434. (3) The peptide sequence is AFILDGDNLCPKV. The MHC is DRB1_0401 with pseudo-sequence DRB1_0401. The binding affinity (normalized) is 0.841. (4) The peptide sequence is AALPAVGAAAGAPAA. The MHC is HLA-DQA10101-DQB10501 with pseudo-sequence HLA-DQA10101-DQB10501. The binding affinity (normalized) is 0.161.